Dataset: Reaction yield outcomes from USPTO patents with 853,638 reactions. Task: Predict the reaction yield, written as a fraction of the theoretical maximum amount of product (1.0 means a 100% yield; for example, 0.34 means a 34% yield). (1) The catalyst is CCCCCC.O. The reactants are [CH2:1]([O:8][C:9]1[CH:18]=[CH:17][C:16]2[C:11](=[C:12](Br)[CH:13]=[CH:14][CH:15]=2)[N:10]=1)[C:2]1[CH:7]=[CH:6][CH:5]=[CH:4][CH:3]=1.[Li]CCCC.[CH2:25]([N:32]1[CH2:37][CH2:36][CH2:35][CH2:34][C:33]1=O)[C:26]1[CH:31]=[CH:30][CH:29]=[CH:28][CH:27]=1.[Cl-].[NH4+].C1C[O:44]CC1. The yield is 0.680. The product is [CH2:25]([N:32]1[CH2:37][CH2:36][C:35]([C:12]2[CH:13]=[CH:14][CH:15]=[C:16]3[C:11]=2[N:10]=[C:9]([O:8][CH2:1][C:2]2[CH:7]=[CH:6][CH:5]=[CH:4][CH:3]=2)[CH:18]=[CH:17]3)([OH:44])[CH2:34][CH2:33]1)[C:26]1[CH:31]=[CH:30][CH:29]=[CH:28][CH:27]=1. (2) The reactants are [F:1][C:2]1[CH:3]=[C:4]2[C:12](=[CH:13][CH:14]=1)[N:11]([CH2:15][C:16]1[CH:25]=[CH:24][C:19]([C:20]([O:22][CH3:23])=[O:21])=[CH:18][CH:17]=1)[C:10]1[CH2:9][CH2:8][C:7](=[CH2:26])[C:6](=[O:27])[C:5]2=1.[CH3:28][N:29]1[CH2:34][CH2:33][NH:32][CH2:31][CH2:30]1. The catalyst is C1(C)C=CC=CC=1. The product is [F:1][C:2]1[CH:3]=[C:4]2[C:12](=[CH:13][CH:14]=1)[N:11]([CH2:15][C:16]1[CH:25]=[CH:24][C:19]([C:20]([O:22][CH3:23])=[O:21])=[CH:18][CH:17]=1)[C:10]1[CH2:9][CH2:8][CH:7]([CH2:26][N:32]3[CH2:33][CH2:34][N:29]([CH3:28])[CH2:30][CH2:31]3)[C:6](=[O:27])[C:5]2=1. The yield is 0.490. (3) The reactants are [F:1][C:2]1[CH:3]=[C:4]([C:9]2[CH:10]=[C:11]([C:20]([O:22]C)=[O:21])[C:12](=[O:19])[N:13]([CH2:15][CH:16]([CH3:18])[CH3:17])[N:14]=2)[CH:5]=[CH:6][C:7]=1[CH3:8].[OH-].[Na+].O.Cl. The catalyst is CO. The product is [C:20]([C:11]1[C:12](=[O:19])[N:13]([CH2:15][CH:16]([CH3:17])[CH3:18])[N:14]=[C:9]([C:4]2[CH:5]=[CH:6][C:7]([CH3:8])=[C:2]([F:1])[CH:3]=2)[CH:10]=1)([OH:22])=[O:21]. The yield is 0.938. (4) The reactants are [OH:1][C:2]1[CH:7]=[CH:6][C:5]([CH2:8][C:9]#[N:10])=[CH:4][C:3]=1[O:11][CH3:12].C(=O)([O-])[O-].[K+].[K+].Br[CH2:20][C:21]([C:23]1[CH:28]=[CH:27][CH:26]=[CH:25][CH:24]=1)=[O:22]. The catalyst is O.[Br-].C([N+](CCCC)(CCCC)CCCC)CCC.C(Cl)Cl. The product is [CH3:12][O:11][C:3]1[CH:4]=[C:5]([CH2:8][C:9]#[N:10])[CH:6]=[CH:7][C:2]=1[O:1][CH2:20][C:21](=[O:22])[C:23]1[CH:28]=[CH:27][CH:26]=[CH:25][CH:24]=1. The yield is 0.920. (5) The reactants are [NH2:1][C:2]1[CH:14]=[C:13]2[C:5]([C:6]3[C:7]([C:18]4[CH:23]=[CH:22][CH:21]=[C:20]([NH:24][C:25](=[O:33])[C:26]5[CH:31]=[CH:30][C:29]([F:32])=[CH:28][CH:27]=5)[C:19]=4[CH3:34])=[CH:8][CH:9]=[C:10]([C:15]([NH2:17])=[O:16])[C:11]=3[NH:12]2)=[CH:4][CH:3]=1.[CH3:35][C:36]([CH3:38])=O.C(O)(=O)C.C(O[BH-](OC(=O)C)OC(=O)C)(=O)C.[Na+].C([O-])(O)=O.[Na+]. The catalyst is ClCCCl. The product is [F:32][C:29]1[CH:28]=[CH:27][C:26]([C:25]([NH:24][C:20]2[C:19]([CH3:34])=[C:18]([C:7]3[C:6]4[C:5]5[C:13](=[CH:14][C:2]([NH:1][CH:36]([CH3:38])[CH3:35])=[CH:3][CH:4]=5)[NH:12][C:11]=4[C:10]([C:15]([NH2:17])=[O:16])=[CH:9][CH:8]=3)[CH:23]=[CH:22][CH:21]=2)=[O:33])=[CH:31][CH:30]=1. The yield is 0.480. (6) The reactants are [NH2:1][C@@H:2]([CH2:6][OH:7])[C:3]([O-:5])=[O:4].[C:8]([Cl:11])(=O)[CH3:9]. The catalyst is C(O)C. The product is [ClH:11].[NH2:1][C@@H:2]([CH2:6][OH:7])[C:3]([O:5][CH2:8][CH3:9])=[O:4]. The yield is 0.650.